Dataset: Full USPTO retrosynthesis dataset with 1.9M reactions from patents (1976-2016). Task: Predict the reactants needed to synthesize the given product. (1) Given the product [CH:11]([C:7]1[CH:8]=[CH:9][CH:10]=[C:4]([CH:1]([CH3:3])[CH3:2])[C:5]=1[NH:6][C:15]1[CH:20]=[CH:19][CH:18]=[CH:17][C:16]=1[N+:21]([O-:23])=[O:22])([CH3:13])[CH3:12], predict the reactants needed to synthesize it. The reactants are: [CH:1]([C:4]1[CH:10]=[CH:9][CH:8]=[C:7]([CH:11]([CH3:13])[CH3:12])[C:5]=1[NH2:6])([CH3:3])[CH3:2].F[C:15]1[CH:20]=[CH:19][CH:18]=[CH:17][C:16]=1[N+:21]([O-:23])=[O:22].[F-].[K+]. (2) Given the product [Br:1][C:2]1[CH:3]=[CH:4][C:5]2[C:6]3[N:14]([CH2:15][CH:16]4[CH2:21][CH2:20][CH2:19][CH2:18][CH2:17]4)[C:13]([CH2:22][O:23][CH2:24][CH3:25])=[N:12][C:7]=3[C:8]([NH2:38])=[N:9][C:10]=2[CH:11]=1, predict the reactants needed to synthesize it. The reactants are: [Br:1][C:2]1[CH:3]=[CH:4][C:5]2[C:6]3[N:14]([CH2:15][CH:16]4[CH2:21][CH2:20][CH2:19][CH2:18][CH2:17]4)[C:13]([CH2:22][O:23][CH2:24][CH3:25])=[N:12][C:7]=3[CH:8]=[N:9][C:10]=2[CH:11]=1.ClC1C=C(C=CC=1)C(OO)=O.[OH-].[NH4+:38].C1(C)C=CC(S(Cl)(=O)=O)=CC=1. (3) Given the product [F:31][C:32]1[N:40]=[C:39]2[C:35]([N:36]=[CH:37][NH:38]2)=[C:34]([NH:1][C@H:2]([C:4]2[N:5]([C:16]3[CH:21]=[CH:20][CH:19]=[CH:18][CH:17]=3)[C:6](=[O:15])[C:7]3[C:12]([CH:13]=2)=[CH:11][CH:10]=[CH:9][C:8]=3[CH3:14])[CH3:3])[N:33]=1.[F:31][C:32]1[N:40]=[C:39]2[C:35]([N:36]=[C:37]([NH:47][CH:48]([C:50]3[N:51]([C:62]4[CH:63]=[CH:64][CH:65]=[CH:66][CH:67]=4)[C:52](=[O:61])[C:53]4[C:58]([CH:59]=3)=[CH:57][CH:56]=[CH:55][C:54]=4[CH3:60])[CH3:49])[N:38]2[CH:41]2[CH2:46][CH2:45][CH2:44][CH2:43][O:42]2)=[CH:34][N:33]=1, predict the reactants needed to synthesize it. The reactants are: [NH2:1][CH:2]([C:4]1[N:5]([C:16]2[CH:21]=[CH:20][CH:19]=[CH:18][CH:17]=2)[C:6](=[O:15])[C:7]2[C:12]([CH:13]=1)=[CH:11][CH:10]=[CH:9][C:8]=2[CH3:14])[CH3:3].CCN(C(C)C)C(C)C.[F:31][C:32]1[N:40]=[C:39]2[C:35]([N:36]=[C:37]([NH:47][CH:48]([C:50]3[N:51]([C:62]4[CH:67]=[CH:66][CH:65]=[CH:64][CH:63]=4)[C:52](=[O:61])[C:53]4[C:58]([CH:59]=3)=[CH:57][CH:56]=[CH:55][C:54]=4[CH3:60])[CH3:49])[N:38]2[CH:41]2[CH2:46][CH2:45][CH2:44][CH2:43][O:42]2)=[CH:34][N:33]=1. (4) Given the product [Br:20][CH2:21][C:22]1[C:31]2[C:26](=[CH:27][CH:28]=[CH:29][CH:30]=2)[C:25]([C:32]([NH:1][C:2]2[C:3]([C:8]([OH:10])=[O:9])=[N:4][CH:5]=[CH:6][CH:7]=2)=[O:33])=[CH:24][CH:23]=1, predict the reactants needed to synthesize it. The reactants are: [NH2:1][C:2]1[C:3]([C:8]([OH:10])=[O:9])=[N:4][CH:5]=[CH:6][CH:7]=1.CCN(C(C)C)C(C)C.[Br:20][CH2:21][C:22]1[C:31]2[C:26](=[CH:27][CH:28]=[CH:29][CH:30]=2)[C:25]([C:32](Cl)=[O:33])=[CH:24][CH:23]=1. (5) Given the product [N+:1]([C:4]1[CH:9]=[CH:8][C:7]([O:10][C:23]2[C:24]3[CH:31]=[C:30]([C:32]4[CH:37]=[CH:36][CH:35]=[CH:34][CH:33]=4)[NH:29][C:25]=3[N:26]=[CH:27][N:28]=2)=[CH:6][CH:5]=1)([O-:3])=[O:2], predict the reactants needed to synthesize it. The reactants are: [N+:1]([C:4]1[CH:9]=[CH:8][C:7]([OH:10])=[CH:6][CH:5]=1)([O-:3])=[O:2].C(=O)([O-])[O-].[K+].[K+].CN(C)C=O.Cl[C:23]1[C:24]2[CH:31]=[C:30]([C:32]3[CH:37]=[CH:36][CH:35]=[CH:34][CH:33]=3)[NH:29][C:25]=2[N:26]=[CH:27][N:28]=1.